This data is from Reaction yield outcomes from USPTO patents with 853,638 reactions. The task is: Predict the reaction yield, written as a fraction of the theoretical maximum amount of product (1.0 means a 100% yield; for example, 0.34 means a 34% yield). (1) The reactants are N[CH2:2][C:3]1[CH:4]=[C:5]([CH:9]=[CH:10][C:11]=1[Br:12])[C:6]([O-:8])=[O:7].[CH3:13][C:14]([O:17][C:18](O[C:18]([O:17][C:14]([CH3:16])([CH3:15])[CH3:13])=[O:19])=[O:19])([CH3:16])[CH3:15].[CH3:28]CN(C(C)C)C(C)C. The catalyst is C(Cl)Cl. The product is [Br:12][C:11]1[CH:10]=[CH:9][C:5]([C:6]([O:8][CH3:28])=[O:7])=[CH:4][C:3]=1[CH2:2][C:18]([O:17][C:14]([CH3:16])([CH3:15])[CH3:13])=[O:19]. The yield is 0.850. (2) The reactants are Cl[C:2]1[CH:3]=[CH:4][N:5]2[C:10]([C:11]=1[O:12][CH3:13])=[C:9]([CH:14]1[CH2:16][CH2:15]1)[CH:8]=[C:7]([C:17]([O:19][CH3:20])=[O:18])[C:6]2=[O:21].[NH2:22][C:23]1[CH:28]=[CH:27][C:26](B2OC(C)(C)C(C)(C)O2)=[CH:25][N:24]=1. No catalyst specified. The product is [NH2:22][C:23]1[N:24]=[CH:25][C:26]([C:2]2[CH:3]=[CH:4][N:5]3[C:10]([C:11]=2[O:12][CH3:13])=[C:9]([CH:14]2[CH2:16][CH2:15]2)[CH:8]=[C:7]([C:17]([O:19][CH3:20])=[O:18])[C:6]3=[O:21])=[CH:27][CH:28]=1. The yield is 0.570. (3) The reactants are O=[C:2]([C:13]1[CH:18]=[CH:17][N:16]=[CH:15][CH:14]=1)[CH2:3][N:4]1[CH:8]=[CH:7][CH:6]=[C:5]1[C:9]([O:11]C)=O.[CH2:19]([NH2:22])[CH2:20][NH2:21]. The catalyst is O1CCOCC1. The product is [N:16]1[CH:17]=[CH:18][C:13]([C:2]23[NH:22][CH2:19][CH2:20][N:21]2[C:9](=[O:11])[C:5]2[N:4]([CH:8]=[CH:7][CH:6]=2)[CH2:3]3)=[CH:14][CH:15]=1. The yield is 0.600. (4) The reactants are [F:1][C:2]1[CH:33]=[CH:32][C:5]([CH2:6][NH:7][C:8]([C:10]2[NH:11][C:12](=[O:31])[C:13]3[C:18]([CH2:19][O:20][CH2:21][C@H:22]4[CH2:27][CH2:26][C@H:25]([C:28](=O)[NH2:29])[CH2:24][CH2:23]4)=[CH:17][S:16][C:14]=3[N:15]=2)=[O:9])=[CH:4][C:3]=1[O:34][CH3:35].P(Cl)(Cl)(Cl)=O. The catalyst is CN(C)C=O. The product is [F:1][C:2]1[CH:33]=[CH:32][C:5]([CH2:6][NH:7][C:8]([C:10]2[NH:11][C:12](=[O:31])[C:13]3[C:18]([CH2:19][O:20][CH2:21][C@H:22]4[CH2:27][CH2:26][C@H:25]([C:28]#[N:29])[CH2:24][CH2:23]4)=[CH:17][S:16][C:14]=3[N:15]=2)=[O:9])=[CH:4][C:3]=1[O:34][CH3:35]. The yield is 0.970. (5) The reactants are [CH3:1][O:2][C:3]1[C:8]([OH:9])=[CH:7][CH:6]=[C:5](/[CH:10]=[CH:11]/[C:12]([CH2:14][C:15](/[CH:17]=[CH:18]/[C:19]2[CH:27]=[C:24]([O:25][CH3:26])[C:22]([OH:23])=[CH:21][CH:20]=2)=[O:16])=[O:13])[CH:4]=1.C([O-])([O-])=O.[K+].[K+].[CH2:34](Br)[C:35]#[CH:36].O. The catalyst is CN(C=O)C. The product is [CH2:36]([CH:14]([C:12](/[CH:11]=[CH:10]/[C:5]1[CH:4]=[C:3]([O:2][CH3:1])[C:8]([OH:9])=[CH:7][CH:6]=1)=[O:13])[C:15](=[O:16])/[CH:17]=[CH:18]/[C:19]1[CH:27]=[C:24]([C:22]([OH:23])=[CH:21][CH:20]=1)[O:25][CH3:26])[C:35]#[CH:34]. The yield is 0.470. (6) The reactants are O.[Cl:2][C:3]1[N:8]=[CH:7][C:6]([CH2:9][NH:10][CH2:11][CH:12]([F:14])[F:13])=[CH:5][CH:4]=1.[CH2:15]1[C:20](=[O:21])[O:19][CH2:18][C:16]1=O. The catalyst is C1(C)C=CC=CC=1.C1(C)C=CC(S(O)(=O)=O)=CC=1. The product is [Cl:2][C:3]1[N:8]=[CH:7][C:6]([CH2:9][N:10]([CH2:11][CH:12]([F:14])[F:13])[C:16]2[CH2:18][O:19][C:20](=[O:21])[CH:15]=2)=[CH:5][CH:4]=1. The yield is 0.520. (7) The yield is 0.980. The product is [CH2:1]([O:3][C:4]([C:6]1[NH:7][CH:8]=[CH:9][C:10]=1[CH3:11])=[O:5])[CH3:2]. The reactants are [CH2:1]([O:3][C:4]([CH:6]1[C:10]([CH3:11])=[CH:9][CH2:8][N:7]1S(C1C=CC(C)=CC=1)(=O)=O)=[O:5])[CH3:2].C1CCN2C(=NCCC2)CC1. The catalyst is C1COCC1.CCOCC.